This data is from Reaction yield outcomes from USPTO patents with 853,638 reactions. The task is: Predict the reaction yield, written as a fraction of the theoretical maximum amount of product (1.0 means a 100% yield; for example, 0.34 means a 34% yield). (1) The reactants are [CH:1]1([C:7]2[C:15]3[CH:14]=[CH:13][C:12]([C:16]([O:18]C)=[O:17])=[CH:11][C:10]=3[N:9]3[CH2:20][CH2:21][N:22]([CH2:29][CH2:30][N:31]([CH3:33])[CH3:32])[CH2:23][C:24]4[CH:28]=[CH:27][O:26][C:25]=4[C:8]=23)[CH2:6][CH2:5][CH2:4][CH2:3][CH2:2]1.[OH-].[Na+].Cl. The catalyst is CO. The product is [CH:1]1([C:7]2[C:15]3[CH:14]=[CH:13][C:12]([C:16]([OH:18])=[O:17])=[CH:11][C:10]=3[N:9]3[CH2:20][CH2:21][N:22]([CH2:29][CH2:30][N:31]([CH3:33])[CH3:32])[CH2:23][C:24]4[CH:28]=[CH:27][O:26][C:25]=4[C:8]=23)[CH2:2][CH2:3][CH2:4][CH2:5][CH2:6]1. The yield is 0.0800. (2) The reactants are [CH2:1]([O:8][C:9]1[CH:18]=[C:17]2[C:12]([C:13](=O)[NH:14][C:15]([C:19](=[O:27])[C:20]3[CH:25]=[CH:24][C:23]([F:26])=[CH:22][CH:21]=3)=[N:16]2)=[CH:11][CH:10]=1)[C:2]1[CH:7]=[CH:6][CH:5]=[CH:4][CH:3]=1.P(Cl)(Cl)([Cl:31])=O. The catalyst is CN(C=O)C. The product is [CH2:1]([O:8][C:9]1[CH:18]=[C:17]2[C:12]([C:13]([Cl:31])=[N:14][C:15]([C:19]([C:20]3[CH:25]=[CH:24][C:23]([F:26])=[CH:22][CH:21]=3)=[O:27])=[N:16]2)=[CH:11][CH:10]=1)[C:2]1[CH:7]=[CH:6][CH:5]=[CH:4][CH:3]=1. The yield is 0.720. (3) The reactants are [C:1]12([C:11](=[O:20])[CH2:12][S:13][C:14]3[N:15]([CH3:19])[CH:16]=[CH:17][N:18]=3)[CH2:10][CH:5]3[CH2:6][CH:7]([CH2:9][CH:3]([CH2:4]3)[CH2:2]1)[CH2:8]2.C1C=C(Cl)C=C(C(OO)=[O:29])C=1. The catalyst is C(Cl)Cl. The product is [C:1]12([C:11](=[O:20])[CH2:12][S:13]([C:14]3[N:15]([CH3:19])[CH:16]=[CH:17][N:18]=3)=[O:29])[CH2:8][CH:7]3[CH2:9][CH:3]([CH2:4][CH:5]([CH2:6]3)[CH2:10]1)[CH2:2]2. The yield is 0.900. (4) The reactants are [CH3:1][O:2][C:3]([C:5]1[CH:6]=[C:7](B(O)O)[CH:8]=[N:9][CH:10]=1)=[O:4].C(=O)([O-])[O-].[K+].[K+].Br[CH2:21][C:22]1[N:23]=[C:24]([C:27]2[CH:32]=[CH:31][CH:30]=[CH:29][CH:28]=2)[S:25][CH:26]=1.C1COCC1. The catalyst is CCOC(C)=O.O. The product is [C:27]1([C:24]2[S:25][CH:26]=[C:22]([CH2:21][C:7]3[CH:8]=[N:9][CH:10]=[C:5]([CH:6]=3)[C:3]([O:2][CH3:1])=[O:4])[N:23]=2)[CH:28]=[CH:29][CH:30]=[CH:31][CH:32]=1. The yield is 0.366. (5) The yield is 0.0300. The product is [C:21]([OH:27])(=[O:31])[CH3:22].[CH3:24][N:25]([CH3:30])[S:26]([NH:23][C:19]1[CH:20]=[CH:21][CH:22]=[C:17]([C:2]2([CH3:1])[CH:3]3[CH:7]2[CH2:6][N:5]([CH2:8][CH2:9][CH2:10][C:11]2[CH:16]=[CH:15][CH:14]=[CH:13][CH:12]=2)[CH2:4]3)[CH:18]=1)(=[O:28])=[O:27]. The reactants are [CH3:1][C:2]1([C:17]2[CH:18]=[C:19]([NH2:23])[CH:20]=[CH:21][CH:22]=2)[CH:7]2[CH:3]1[CH2:4][N:5]([CH2:8][CH2:9][CH2:10][C:11]1[CH:16]=[CH:15][CH:14]=[CH:13][CH:12]=1)[CH2:6]2.[CH3:24][N:25]([CH3:30])[S:26](Cl)(=[O:28])=[O:27].[OH2:31].ClCCl. The catalyst is N1C=CC=CC=1. (6) The reactants are Cl[C:2]1[C:7]([C:8]([F:11])([F:10])[F:9])=[CH:6][N:5]=[C:4]([NH:12][C:13]2[CH:18]=[CH:17][C:16]([P:19]([CH3:22])([CH3:21])=[O:20])=[CH:15][CH:14]=2)[N:3]=1.C(N(CC)CC)C.Cl.[NH2:31][N:32]1[CH2:39][CH:38]2[CH:34]([CH2:35][CH2:36][CH2:37]2)[CH2:33]1. The catalyst is C(O)C. The product is [CH3:21][P:19]([C:16]1[CH:17]=[CH:18][C:13]([NH:12][C:4]2[N:3]=[C:2]([NH:31][N:32]3[CH2:39][CH:38]4[CH2:37][CH2:36][CH2:35][CH:34]4[CH2:33]3)[C:7]([C:8]([F:11])([F:10])[F:9])=[CH:6][N:5]=2)=[CH:14][CH:15]=1)([CH3:22])=[O:20]. The yield is 0.670. (7) The reactants are [OH:1][C:2]1[C:3]([C:10]([OH:12])=O)=[N:4][CH:5]=[CH:6][C:7]=1[O:8][CH3:9].CN(C(ON1N=NC2C=CC=NC1=2)=[N+](C)C)C.F[P-](F)(F)(F)(F)F.CN1CCOCC1.[NH2:44][C@H:45]1[CH2:53][O:52][CH2:51][C@H:50]([CH2:54][C:55]2[CH:60]=[CH:59][C:58]([CH3:61])=[CH:57][CH:56]=2)[C@@H:49]([O:62][CH2:63][CH:64]([CH3:66])[CH3:65])[C@H:48]([CH3:67])[O:47][C:46]1=[O:68]. The product is [OH:1][C:2]1[C:3]([C:10]([NH:44][C@H:45]2[CH2:53][O:52][CH2:51][C@H:50]([CH2:54][C:55]3[CH:60]=[CH:59][C:58]([CH3:61])=[CH:57][CH:56]=3)[C@@H:49]([O:62][CH2:63][CH:64]([CH3:65])[CH3:66])[C@H:48]([CH3:67])[O:47][C:46]2=[O:68])=[O:12])=[N:4][CH:5]=[CH:6][C:7]=1[O:8][CH3:9]. The yield is 0.770. The catalyst is C(Cl)Cl.